From a dataset of Reaction yield outcomes from USPTO patents with 853,638 reactions. Predict the reaction yield, written as a fraction of the theoretical maximum amount of product (1.0 means a 100% yield; for example, 0.34 means a 34% yield). (1) The reactants are [CH3:1][O:2][CH2:3][O:4][C:5]1[CH:10]=[CH:9][C:8]([CH2:11][CH2:12][CH2:13][OH:14])=[C:7]([O:15][C:16]2[CH:21]=[CH:20][C:19]([C:22]([F:25])([F:24])[F:23])=[CH:18][N:17]=2)[CH:6]=1.[CH2:26]([N:28]1[CH:32]=[C:31]([CH2:33][C:34]([O:36]C)=[O:35])[C:30](O)=[N:29]1)[CH3:27].C(P(CCCC)CCCC)CCC.N(C(N1CCCCC1)=O)=NC(N1CCCCC1)=O.O1CCCC1CO.[OH-].[Na+].Cl. The catalyst is O1CCCC1. The product is [CH2:26]([N:28]1[CH:32]=[C:31]([CH2:33][C:34]([OH:36])=[O:35])[C:30]([O:14][CH2:13][CH2:12][CH2:11][C:8]2[CH:9]=[CH:10][C:5]([O:4][CH2:3][O:2][CH3:1])=[CH:6][C:7]=2[O:15][C:16]2[CH:21]=[CH:20][C:19]([C:22]([F:23])([F:24])[F:25])=[CH:18][N:17]=2)=[N:29]1)[CH3:27]. The yield is 0.620. (2) The product is [NH2:9][C:7]1[CH:6]=[CH:5][C:4]([NH:12][C:13]([NH:15][C:16]2[CH:21]=[N:20][CH:19]=[CH:18][N:17]=2)=[O:14])=[C:3]([O:2][CH3:1])[CH:8]=1. The catalyst is CN(C=O)C.[Pd]. The reactants are [CH3:1][O:2][C:3]1[CH:8]=[C:7]([N+:9]([O-])=O)[CH:6]=[CH:5][C:4]=1[NH:12][C:13]([NH:15][C:16]1[CH:21]=[N:20][CH:19]=[CH:18][N:17]=1)=[O:14]. The yield is 0.410.